Dataset: Peptide-MHC class I binding affinity with 185,985 pairs from IEDB/IMGT. Task: Regression. Given a peptide amino acid sequence and an MHC pseudo amino acid sequence, predict their binding affinity value. This is MHC class I binding data. (1) The peptide sequence is FQPQNGGFI. The MHC is H-2-Db with pseudo-sequence H-2-Db. The binding affinity (normalized) is 0.169. (2) The peptide sequence is LSISTDLNSI. The MHC is H-2-Db with pseudo-sequence H-2-Db. The binding affinity (normalized) is 0.162.